Dataset: Tox21: 12 toxicity assays (nuclear receptors and stress response pathways). Task: Binary classification across 12 toxicity assays. (1) The compound is C[C@@H]1CC(=O)NN=C1c1ccc(NN=C(C#N)C#N)cc1. It tested positive (active) for: SR-p53 (p53 tumor suppressor activation). (2) The compound is CN1CC[C@@]23CCCC[C@@H]2[C@@H]1Cc1ccc(O)cc13. It tested positive (active) for: NR-AR (Androgen Receptor agonist activity). (3) The drug is N#Cc1c[nH]cc1-c1cccc2c1OC(F)(F)O2. It tested positive (active) for: NR-AhR (Aryl hydrocarbon Receptor agonist activity), NR-Aromatase (Aromatase enzyme inhibition), NR-ER-LBD (Estrogen Receptor Ligand Binding Domain agonist), and SR-p53 (p53 tumor suppressor activation). (4) The drug is Cc1ccc(NC(=O)c2ccc(CN3CCN(C)CC3)cc2)cc1Nc1nccc(-c2cccnc2)n1. It tested positive (active) for: NR-AhR (Aryl hydrocarbon Receptor agonist activity), and SR-MMP (Mitochondrial Membrane Potential disruption). (5) The drug is O=C(Nc1ccccc1)c1ccccc1O. It tested positive (active) for: NR-AhR (Aryl hydrocarbon Receptor agonist activity), SR-ARE (Antioxidant Response Element (oxidative stress)), and SR-MMP (Mitochondrial Membrane Potential disruption). (6) The compound is COc1cccc(C(=O)CCN[C@@H](C)[C@H](O)c2ccccc2)c1. It tested positive (active) for: SR-ARE (Antioxidant Response Element (oxidative stress)). (7) The drug is Clc1ccc(C(c2ccc(Cl)cc2)C(Cl)Cl)cc1. It tested positive (active) for: SR-MMP (Mitochondrial Membrane Potential disruption). (8) The drug is CCOP(=S)(OCC)OC(Cl)C(Cl)(Cl)Cl. It tested positive (active) for: NR-Aromatase (Aromatase enzyme inhibition), and SR-MMP (Mitochondrial Membrane Potential disruption). (9) The drug is CCCCOCCOCCOCCO. It tested positive (active) for: SR-HSE (Heat Shock Element response). (10) The molecule is F/C(COc1ccc2c(c1)[nH]c1ccccc12)=C1/CN2CCC1CC2. It tested positive (active) for: NR-AhR (Aryl hydrocarbon Receptor agonist activity).